From a dataset of Retrosynthesis with 50K atom-mapped reactions and 10 reaction types from USPTO. Predict the reactants needed to synthesize the given product. Given the product CCCCCCCCCCCCCCCCCC(=O)NCCCOC(=O)CCc1cc(C(C)(C)C)c(O)c(C(C)(C)C)c1, predict the reactants needed to synthesize it. The reactants are: CC(C)(C)c1cc(CCC(=O)O)cc(C(C)(C)C)c1O.CCCCCCCCCCCCCCCCCC(=O)NCCCO.